From a dataset of HIV replication inhibition screening data with 41,000+ compounds from the AIDS Antiviral Screen. Binary Classification. Given a drug SMILES string, predict its activity (active/inactive) in a high-throughput screening assay against a specified biological target. (1) The drug is CCOC(=O)c1sc2nc(SC)nc3c2c1N=CN3c1ccc(Br)cc1. The result is 0 (inactive). (2) The compound is CCCCCCCCCCCCCCCC(=O)Nc1ccn(C2CCC(COP(=O)(O)OCC3CCC(n4cnc5c(O)ncnc54)O3)O2)c(=O)n1. The result is 1 (active). (3) The compound is N#CN=C1C=CC(=C(C#N)C#N)C=C1. The result is 0 (inactive). (4) The molecule is COc1cc(OC)c2c(O)c3c(c(-c4ccc5cc6c(c(O)c5c4O)C(=O)CC(C)(O)C6)c2c1)CC(C)OC3C. The result is 0 (inactive).